Dataset: Peptide-MHC class II binding affinity with 134,281 pairs from IEDB. Task: Regression. Given a peptide amino acid sequence and an MHC pseudo amino acid sequence, predict their binding affinity value. This is MHC class II binding data. The peptide sequence is EKKYFAATQFDPLAA. The MHC is HLA-DPA10201-DPB11401 with pseudo-sequence HLA-DPA10201-DPB11401. The binding affinity (normalized) is 0.511.